This data is from Full USPTO retrosynthesis dataset with 1.9M reactions from patents (1976-2016). The task is: Predict the reactants needed to synthesize the given product. (1) Given the product [Cl:1][C:2]1[CH:3]=[C:4]([C:8]2[CH:9]=[C:10]3[CH:15]=[CH:14][C:13]([C:16]([F:19])([F:18])[F:17])=[CH:12][N:11]3[N:20]=2)[CH:5]=[CH:6][CH:7]=1, predict the reactants needed to synthesize it. The reactants are: [Cl:1][C:2]1[CH:3]=[C:4]([C:8](=[N:20]O)[CH2:9][C:10]2[CH:15]=[CH:14][C:13]([C:16]([F:19])([F:18])[F:17])=[CH:12][N:11]=2)[CH:5]=[CH:6][CH:7]=1.CS(Cl)(=O)=O.C(N(CC)CC)C. (2) Given the product [OH:9][C@H:6]1[CH2:7][CH2:8][C@H:3]([NH:2][C:15](=[O:16])[O:14][C:11]([CH3:13])([CH3:12])[CH3:10])[CH2:4][CH2:5]1, predict the reactants needed to synthesize it. The reactants are: Cl.[NH2:2][C@H:3]1[CH2:8][CH2:7][C@H:6]([OH:9])[CH2:5][CH2:4]1.[CH3:10][C:11]([O:14][C:15](O[C:15]([O:14][C:11]([CH3:13])([CH3:12])[CH3:10])=[O:16])=[O:16])([CH3:13])[CH3:12].C([O-])(O)=O.[Na+]. (3) Given the product [ClH:43].[CH:37]1([N:27]2[C:25]3[N:26]=[C:21]([NH:20][C:17]4[CH:18]=[CH:19][C:14]([N:11]5[CH2:10][CH2:9][NH:8][CH2:13][CH2:12]5)=[CH:15][N:16]=4)[N:22]=[CH:23][C:24]=3[CH:30]=[C:29]([O:31][CH2:32][CH:33]([CH3:34])[CH3:35])[C:28]2=[O:36])[CH2:41][CH2:40][CH2:39][CH2:38]1, predict the reactants needed to synthesize it. The reactants are: C(OC([N:8]1[CH2:13][CH2:12][N:11]([C:14]2[CH:15]=[N:16][C:17]([NH:20][C:21]3[N:22]=[CH:23][C:24]4[CH:30]=[C:29]([O:31][CH2:32][CH:33]([CH3:35])[CH3:34])[C:28](=[O:36])[N:27]([CH:37]5[CH2:41][CH2:40][CH2:39][CH2:38]5)[C:25]=4[N:26]=3)=[CH:18][CH:19]=2)[CH2:10][CH2:9]1)=O)(C)(C)C.C(Cl)(Cl)[Cl:43].